Dataset: Full USPTO retrosynthesis dataset with 1.9M reactions from patents (1976-2016). Task: Predict the reactants needed to synthesize the given product. Given the product [Br:28][C:3]1[C:4]2=[N:5][CH:6]=[CH:7][CH:8]=[C:9]2[S:1][CH:2]=1, predict the reactants needed to synthesize it. The reactants are: [S:1]1[C:9]2[C:4](=[N:5][CH:6]=[CH:7][CH:8]=2)[CH:3]=[CH:2]1.C(=O)(O)[O-].[Na+].OP([O-])([O-])=O.[K+].[K+].[O-]S([O-])(=O)=O.[Mg+2].[Br:28]Br.